Task: Predict the product of the given reaction.. Dataset: Forward reaction prediction with 1.9M reactions from USPTO patents (1976-2016) (1) Given the reactants Br[CH:2]([CH2:6][CH2:7][O:8][C:9]1[CH:14]=[CH:13][CH:12]=[CH:11][CH:10]=1)[C:3](O)=[O:4].[NH2:15][C:16]([NH2:18])=[S:17].C([O-])(=O)C.[Na+], predict the reaction product. The product is: [NH:15]=[C:16]1[NH:18][C:3](=[O:4])[CH:2]([CH2:6][CH2:7][O:8][C:9]2[CH:14]=[CH:13][CH:12]=[CH:11][CH:10]=2)[S:17]1. (2) The product is: [C:1]([C:3]1[CH:4]=[C:5]([CH:20]=[CH:21][CH:22]=1)[CH2:6][N:7]1[CH2:12][CH2:11][N:10]([C:13]2[CH:18]=[CH:17][C:16]([NH:19][C:39]([C:33]3[C:32]([C:29]4[CH:30]=[CH:31][C:26]([CH:23]([CH3:25])[CH3:24])=[CH:27][CH:28]=4)=[CH:37][C:36]([CH3:38])=[CH:35][CH:34]=3)=[O:40])=[CH:15][CH:14]=2)[CH2:9][CH2:8]1)#[N:2]. Given the reactants [C:1]([C:3]1[CH:4]=[C:5]([CH:20]=[CH:21][CH:22]=1)[CH2:6][N:7]1[CH2:12][CH2:11][N:10]([C:13]2[CH:18]=[CH:17][C:16]([NH2:19])=[CH:15][CH:14]=2)[CH2:9][CH2:8]1)#[N:2].[CH:23]([C:26]1[CH:31]=[CH:30][C:29]([C:32]2[C:33]([C:39](O)=[O:40])=[CH:34][CH:35]=[C:36]([CH3:38])[CH:37]=2)=[CH:28][CH:27]=1)([CH3:25])[CH3:24].C1C=CC2N(O)N=NC=2C=1.CCN=C=NCCCN(C)C.Cl, predict the reaction product. (3) Given the reactants [C:1]([C:4]1[CH:9]=[CH:8][CH:7]=[CH:6][CH:5]=1)(=[O:3])[CH3:2].[OH-].[K+].O, predict the reaction product. The product is: [C:4]1([CH:1]=[CH:2][C:1]([C:4]2[CH:9]=[CH:8][CH:7]=[CH:6][CH:5]=2)=[O:3])[CH:9]=[CH:8][CH:7]=[CH:6][CH:5]=1. (4) The product is: [CH3:25][S:26]([OH:29])(=[O:28])=[O:27].[CH2:8]1[C@@H:7]([C:6]2[CH:1]=[CH:2][CH:3]=[CH:4][CH:5]=2)[C@H:12]([CH2:13][O:14][C:15]2[CH:16]=[CH:17][C:18]3[O:23][CH2:22][O:21][C:19]=3[CH:20]=2)[CH2:11][NH:10][CH2:9]1. Given the reactants [CH:1]1[C:6]([C@H:7]2[C@H:12]([CH2:13][O:14][C:15]3[CH:16]=[CH:17][C:18]4[O:23][CH2:22][O:21][C:19]=4[CH:20]=3)[CH2:11][NH:10][CH2:9][CH2:8]2)=[CH:5][CH:4]=[C:3](F)[CH:2]=1.[CH3:25][S:26]([OH:29])(=[O:28])=[O:27], predict the reaction product. (5) Given the reactants [N+:1]([C:4]1[CH:9]=[CH:8][C:7]([C:10]2[C:18]3[C:13](=[N:14][CH:15]=[N:16][C:17]=3[NH2:19])[NH:12][N:11]=2)=[CH:6][CH:5]=1)([O-:3])=[O:2].C([O-])([O-])=O.[K+].[K+].CS(O[C@H:31]1[CH2:35][CH2:34][O:33][CH2:32]1)(=O)=O, predict the reaction product. The product is: [O:33]1[CH2:34][CH2:35][C@@H:31]([N:12]2[C:13]3=[N:14][CH:15]=[N:16][C:17]([NH2:19])=[C:18]3[C:10]([C:7]3[CH:6]=[CH:5][C:4]([N+:1]([O-:3])=[O:2])=[CH:9][CH:8]=3)=[N:11]2)[CH2:32]1. (6) Given the reactants Br[C:2]1[CH:11]=[CH:10][C:5]([O:6][CH2:7][C:8]#[N:9])=[C:4]([CH2:12][CH3:13])[CH:3]=1.[CH:14]1([C:19](O)([C:30]#[CH:31])[CH2:20][C:21]2[O:26][C:25]([CH3:28])([CH3:27])[O:24][C:23](=[O:29])[CH:22]=2)[CH2:18][CH2:17][CH2:16][CH2:15]1, predict the reaction product. The product is: [CH:14]1([CH:19]([CH2:20][C:21]2[O:26][C:25]([CH3:27])([CH3:28])[O:24][C:23](=[O:29])[CH:22]=2)[C:30]#[C:31][C:2]2[CH:11]=[CH:10][C:5]([O:6][CH2:7][C:8]#[N:9])=[C:4]([CH2:12][CH3:13])[CH:3]=2)[CH2:18][CH2:17][CH2:16][CH2:15]1. (7) Given the reactants C(=O)([O-])[O-].[K+].[K+].O.CC([N:12]([CH:16]1[CH2:21][CH2:20][CH2:19][N:18]([C:22]2[CH:27]=[C:26](Cl)[N:25]=[C:24]([NH2:29])[N:23]=2)[CH2:17]1)[C:13](=[O:15])[O-:14])(C)C.[C:30]([C:32]1[CH:37]=[CH:36][C:35](B(O)O)=[CH:34][C:33]=1[F:41])#[N:31], predict the reaction product. The product is: [NH2:29][C:24]1[N:23]=[C:22]([N:18]2[CH2:19][CH2:20][CH2:21][CH:16]([NH:12][C:13](=[O:15])[O:14][C:32]([CH3:37])([CH3:33])[CH3:30])[CH2:17]2)[CH:27]=[C:26]([C:35]2[CH:36]=[CH:37][C:32]([C:30]#[N:31])=[C:33]([F:41])[CH:34]=2)[N:25]=1. (8) Given the reactants [Cl:1][C:2]1[CH:3]=[C:4]([CH:17]=[CH:18][C:19]=1[Cl:20])[O:5][C:6]1[C:11]([CH3:12])=[CH:10][C:9]([N+:13]([O-])=O)=[C:8]([CH3:16])[CH:7]=1.O.O.[Sn](Cl)Cl.C([O-])(O)=O.[Na+], predict the reaction product. The product is: [Cl:1][C:2]1[CH:3]=[C:4]([CH:17]=[CH:18][C:19]=1[Cl:20])[O:5][C:6]1[C:11]([CH3:12])=[CH:10][C:9]([NH2:13])=[C:8]([CH3:16])[CH:7]=1. (9) Given the reactants [NH2:1][C:2]1[CH:7]=[CH:6][CH:5]=[CH:4][C:3]=1[NH:8][CH:9]1[CH2:14][CH2:13][N:12]([C:15]2([CH3:27])[CH2:19][CH2:18][N:17]([C:20]([O:22][C:23]([CH3:26])([CH3:25])[CH3:24])=[O:21])[CH2:16]2)[CH2:11][CH2:10]1.C(N(CC)CC)C.[C:35](=O)(OC(Cl)(Cl)Cl)[O:36]C(Cl)(Cl)Cl, predict the reaction product. The product is: [CH3:27][C:15]1([N:12]2[CH2:13][CH2:14][CH:9]([N:8]3[C:3]4[CH:4]=[CH:5][CH:6]=[CH:7][C:2]=4[NH:1][C:35]3=[O:36])[CH2:10][CH2:11]2)[CH2:19][CH2:18][N:17]([C:20]([O:22][C:23]([CH3:26])([CH3:25])[CH3:24])=[O:21])[CH2:16]1. (10) Given the reactants C1OC1C.[O:5]1[CH2:9][CH:6]1[CH:7]=[CH2:8].CC1(C)C2CC[C:12]1(C)[C:13](/[C:15]/2=[C:16](\C(F)(F)F)/[OH:17])=O.CC1(C)C2CC[C:12]1(C)[C:13](/[C:15]/2=[C:16](\C(F)(F)F)/[OH:17])=O.CC1(C)C2CC[C:12]1(C)[C:13](/[C:15]/2=[C:16](\C(F)(F)F)/[OH:17])=O.[Eu], predict the reaction product. The product is: [O:5]1[CH2:9][CH:6]1[CH:7]=[CH2:8].[O:17]1[CH2:16][C@H:15]1[CH:13]=[CH2:12].